Dataset: Reaction yield outcomes from USPTO patents with 853,638 reactions. Task: Predict the reaction yield, written as a fraction of the theoretical maximum amount of product (1.0 means a 100% yield; for example, 0.34 means a 34% yield). (1) The reactants are Cl[C:2]1[N:11]=[C:10]([NH:12][CH2:13][CH:14]([C:21]2[CH:26]=[CH:25][CH:24]=[CH:23][CH:22]=2)[C:15]2[CH:20]=[CH:19][CH:18]=[CH:17][CH:16]=2)[C:9]2[C:4](=[CH:5][CH:6]=[CH:7][CH:8]=2)[N:3]=1.[NH:27]1[C:31]2[CH:32]=[CH:33][C:34](B(O)O)=[CH:35][C:30]=2[N:29]=[N:28]1.C(NC1C2C(=CC=CC=2)N=C(C2SC3C=CC=CC=3C=2)N=1)(C1C=CC=CC=1)C1C=CC=CC=1. The catalyst is C1CCCCC1.CCOC(C)=O. The product is [NH:27]1[C:31]2[CH:32]=[CH:33][C:34]([C:2]3[N:11]=[C:10]([NH:12][CH2:13][CH:14]([C:21]4[CH:26]=[CH:25][CH:24]=[CH:23][CH:22]=4)[C:15]4[CH:20]=[CH:19][CH:18]=[CH:17][CH:16]=4)[C:9]4[C:4](=[CH:5][CH:6]=[CH:7][CH:8]=4)[N:3]=3)=[CH:35][C:30]=2[N:29]=[N:28]1. The yield is 0.250. (2) The reactants are [CH2:1]1[O:3][CH2:2]1.[CH3:4][O:5][N:6]=[C:7]1[C:11]2[CH:12]=[CH:13][CH:14]=[CH:15][C:10]=2[O:9][C:8]1=[N:16][OH:17].[OH-].[Na+]. The catalyst is O. The product is [CH3:4][O:5][N:6]=[C:7]1[C:11]2[CH:12]=[CH:13][CH:14]=[CH:15][C:10]=2[O:9][C:8]1=[N:16][O:17][CH2:1][CH2:2][OH:3]. The yield is 0.610. (3) The reactants are C[O:2][C:3]([C:5]1[N:9]=[C:8]([Cl:10])[N:7]([CH2:11][O:12][CH2:13][CH2:14][Si:15]([CH3:18])([CH3:17])[CH3:16])[N:6]=1)=[O:4].[OH-].[K+:20]. The catalyst is CCO.CCOCC. The product is [K+:20].[Cl:10][C:8]1[N:7]([CH2:11][O:12][CH2:13][CH2:14][Si:15]([CH3:17])([CH3:18])[CH3:16])[N:6]=[C:5]([C:3]([O-:4])=[O:2])[N:9]=1. The yield is 0.910. (4) The product is [CH2:15]([N:22]([CH2:13][C:3]1[C:2]([Cl:1])=[N:7][C:6]([N:8]([CH3:12])[CH2:9][CH2:10][CH3:11])=[CH:5][N:4]=1)[CH2:23][C@@H:24]([OH:28])[CH2:25][O:26][CH3:27])[C:16]1[CH:21]=[CH:20][CH:19]=[CH:18][CH:17]=1. The reactants are [Cl:1][C:2]1[C:3]([CH:13]=O)=[N:4][CH:5]=[C:6]([N:8]([CH3:12])[CH2:9][CH2:10][CH3:11])[N:7]=1.[CH2:15]([NH:22][CH2:23][C@@H:24]([OH:28])[CH2:25][O:26][CH3:27])[C:16]1[CH:21]=[CH:20][CH:19]=[CH:18][CH:17]=1.C(O[BH-](OC(=O)C)OC(=O)C)(=O)C.[Na+].C(=O)([O-])O.[Na+]. The catalyst is C(#N)C.C(O)(=O)C. The yield is 0.740. (5) The reactants are [Cl:1][C:2]1[CH:10]=[CH:9][C:5]([C:6](O)=[O:7])=[C:4]([OH:11])[CH:3]=1. The catalyst is C1COCC1. The product is [Cl:1][C:2]1[CH:10]=[CH:9][C:5]([CH2:6][OH:7])=[C:4]([OH:11])[CH:3]=1. The yield is 0.630.